From a dataset of Forward reaction prediction with 1.9M reactions from USPTO patents (1976-2016). Predict the product of the given reaction. Given the reactants [CH:1]1([C:6]([OH:8])=O)[CH2:5][CH2:4][CH2:3][CH2:2]1.[CH2:9]([N:12]1[C:16]([NH2:17])=[N:15][N:14]=[N:13]1)[CH2:10][CH3:11], predict the reaction product. The product is: [CH2:9]([N:12]1[C:16]([NH:17][C:6]([CH:1]2[CH2:2][CH2:3][CH2:4][CH2:5]2)=[O:8])=[N:15][N:14]=[N:13]1)[CH2:10][CH3:11].